From a dataset of Catalyst prediction with 721,799 reactions and 888 catalyst types from USPTO. Predict which catalyst facilitates the given reaction. (1) Reactant: [F:1][C:2]([F:20])([F:19])[C:3]1[C:4]([NH2:18])=[N:5][CH:6]=[C:7]([C:9]2[S:13][C:12]3=[N:14][CH:15]=[C:16](I)[N:11]3[N:10]=2)[CH:8]=1.[F:21][C:22]1[CH:27]=[CH:26][C:25](B(O)O)=[CH:24][N:23]=1.C([O-])([O-])=O.[Na+].[Na+]. Product: [F:21][C:22]1[N:23]=[CH:24][C:25]([C:16]2[N:11]3[C:12]([S:13][C:9]([C:7]4[CH:8]=[C:3]([C:2]([F:20])([F:19])[F:1])[C:4]([NH2:18])=[N:5][CH:6]=4)=[N:10]3)=[N:14][CH:15]=2)=[CH:26][CH:27]=1. The catalyst class is: 184. (2) Reactant: [OH-].[Na+:2].[CH3:3][CH2:4][CH2:5][CH2:6][CH2:7][N:8]([CH2:10][CH2:11][C:12]([P:18]([OH:21])([OH:20])=[O:19])([P:14]([OH:17])([OH:16])=[O:15])[OH:13])[CH3:9]. Product: [CH3:3][CH2:4][CH2:5][CH2:6][CH2:7][N:8]([CH2:10][CH2:11][C:12]([P:18]([O-:21])([OH:20])=[O:19])([P:14]([OH:17])([OH:16])=[O:15])[OH:13])[CH3:9].[Na+:2]. The catalyst class is: 40. (3) Reactant: F[C:2]1[N:7]=[CH:6][C:5]([C:8]2[CH:13]=[CH:12][C:11]([C:14]3([C:17]([N:19]4[CH2:23][CH2:22][C@@:21]5([C:27]6[CH:28]=[CH:29][CH:30]=[CH:31][C:26]=6[C:25](=[O:32])[O:24]5)[CH2:20]4)=[O:18])[CH2:16][CH2:15]3)=[CH:10][CH:9]=2)=[CH:4][CH:3]=1.C([O-])(=[O:35])C.[NH4+].CS(C)=O.C1(O)C=CC=CC=1.NC1C=CC=CC=1. Product: [OH:35][C:2]1[N:7]=[CH:6][C:5]([C:8]2[CH:13]=[CH:12][C:11]([C:14]3([C:17]([N:19]4[CH2:23][CH2:22][C@@:21]5([C:27]6[CH:28]=[CH:29][CH:30]=[CH:31][C:26]=6[C:25](=[O:32])[O:24]5)[CH2:20]4)=[O:18])[CH2:16][CH2:15]3)=[CH:10][CH:9]=2)=[CH:4][CH:3]=1. The catalyst class is: 6. (4) Reactant: [CH3:1][C:2]1[CH:3]=[C:4](CC#N)[CH:5]=[C:6]([S:8]([C:11]2[CH:12]=[C:13]([C:17]3[CH:22]=[CH:21][C:20]([C:23]([F:26])([F:25])[F:24])=[CH:19][CH:18]=3)[CH:14]=[CH:15][CH:16]=2)(=[O:10])=[O:9])[CH:7]=1.[CH2:30]([OH:32])[CH3:31].[OH-:33].[K+].Cl. Product: [CH3:1][C:2]1[CH:3]=[C:4]([CH2:31][C:30]([OH:33])=[O:32])[CH:5]=[C:6]([S:8]([C:11]2[CH:12]=[C:13]([C:17]3[CH:22]=[CH:21][C:20]([C:23]([F:26])([F:25])[F:24])=[CH:19][CH:18]=3)[CH:14]=[CH:15][CH:16]=2)(=[O:10])=[O:9])[CH:7]=1. The catalyst class is: 6. (5) Reactant: [C:1]([O:5][C:6]([N:8]1[CH2:13][CH:12]([C:14]2[CH:19]=[CH:18][C:17]([O:20][C:21]([F:24])([F:23])[F:22])=[C:16]([F:25])[CH:15]=2)[CH2:11][CH:10]([C:26](O)=[O:27])[CH2:9]1)=[O:7])([CH3:4])([CH3:3])[CH3:2].C(N1C=CN=C1)(N1C=CN=C1)=O.O[N:42]=[C:43]([O:45][CH2:46][CH3:47])[NH2:44]. Product: [CH2:46]([O:45][C:43]1[N:44]=[C:26]([CH:10]2[CH2:11][CH:12]([C:14]3[CH:19]=[CH:18][C:17]([O:20][C:21]([F:23])([F:24])[F:22])=[C:16]([F:25])[CH:15]=3)[CH2:13][N:8]([C:6]([O:5][C:1]([CH3:3])([CH3:2])[CH3:4])=[O:7])[CH2:9]2)[O:27][N:42]=1)[CH3:47]. The catalyst class is: 887. (6) Reactant: [Cl:1][C:2]1[CH:10]=[CH:9][CH:8]=[C:7]2[C:3]=1[C:4]1([C:20]3=[CH:21][C:22]4[O:26][CH2:25][O:24][C:23]=4[CH:27]=[C:19]3[O:18][CH2:17]1)[C:5](=[O:16])[N:6]2[CH2:11][C:12](=[N:14][OH:15])[NH2:13].C(NC(C)C)(C)C.[CH:35]1([C:38](Cl)=[O:39])[CH2:37][CH2:36]1. Product: [Cl:1][C:2]1[CH:10]=[CH:9][CH:8]=[C:7]2[C:3]=1[C:4]1([C:20]3=[CH:21][C:22]4[O:26][CH2:25][O:24][C:23]=4[CH:27]=[C:19]3[O:18][CH2:17]1)[C:5](=[O:16])[N:6]2[CH2:11][C:12](=[N:14][O:15][C:38]([CH:35]1[CH2:37][CH2:36]1)=[O:39])[NH2:13]. The catalyst class is: 4.